This data is from Catalyst prediction with 721,799 reactions and 888 catalyst types from USPTO. The task is: Predict which catalyst facilitates the given reaction. Reactant: [NH2:1][C:2]1[N:11]=[CH:10][C:9]2[C:4](=[C:5]([O:19][CH3:20])[C:6](Br)=[CH:7][C:8]=2[C:12]2[CH:17]=[CH:16][CH:15]=[CH:14][CH:13]=2)[N:3]=1.[C:21]1(B(O)O)[CH:26]=[CH:25][CH:24]=[CH:23][CH:22]=1.C(=O)([O-])[O-].[Na+].[Na+].O1CCOCC1. Product: [NH2:1][C:2]1[N:11]=[CH:10][C:9]2[C:4](=[C:5]([O:19][CH3:20])[C:6]([C:21]3[CH:26]=[CH:25][CH:24]=[CH:23][CH:22]=3)=[CH:7][C:8]=2[C:12]2[CH:17]=[CH:16][CH:15]=[CH:14][CH:13]=2)[N:3]=1. The catalyst class is: 103.